From a dataset of Full USPTO retrosynthesis dataset with 1.9M reactions from patents (1976-2016). Predict the reactants needed to synthesize the given product. Given the product [F:23][C:24]([F:37])([F:38])[C:25]1[CH:26]=[C:27]([NH:35][NH:36][C:9](=[O:11])[CH:8]([N:5]2[CH2:4][CH2:3][N:2]([CH3:1])[CH2:7][CH2:6]2)[C:14]2[C:15]([CH3:20])=[N:16][CH:17]=[CH:18][CH:19]=2)[CH:28]=[C:29]([C:31]([F:34])([F:32])[F:33])[CH:30]=1, predict the reactants needed to synthesize it. The reactants are: [CH3:1][N:2]1[CH2:7][CH2:6][N:5]([CH:8]([C:14]2[C:15]([CH3:20])=[N:16][CH:17]=[CH:18][CH:19]=2)[C:9]([O:11]CC)=O)[CH2:4][CH2:3]1.[OH-].[K+].[F:23][C:24]([F:38])([F:37])[C:25]1[CH:26]=[C:27]([NH:35][NH2:36])[CH:28]=[C:29]([C:31]([F:34])([F:33])[F:32])[CH:30]=1.CN1CCOCC1.F[P-](F)(F)(F)(F)F.N1(O[P+](N(C)C)(N(C)C)N(C)C)C2C=CC=CC=2N=N1.